The task is: Predict the product of the given reaction.. This data is from Forward reaction prediction with 1.9M reactions from USPTO patents (1976-2016). Given the reactants FC(F)(F)S(O[C:7]1[CH:16]=[C:15]2[C:10]([C:11]([NH:19][C:20]3[CH:25]=[C:24]([O:26][CH3:27])[C:23]([Cl:28])=[CH:22][C:21]=3[Cl:29])=[C:12]([C:17]#[N:18])[CH:13]=[N:14]2)=[CH:9][C:8]=1[O:30][CH3:31])(=O)=O.[CH2:34]([O:38][Si:39]([C:42]([CH3:45])([CH3:44])[CH3:43])([CH3:41])[CH3:40])[CH2:35][C:36]#[CH:37].CC1(C)C(C)(C)OBO1, predict the reaction product. The product is: [Si:39]([O:38][CH2:34][CH2:35]/[CH:36]=[CH:37]/[C:7]1[CH:16]=[C:15]2[C:10]([C:11]([NH:19][C:20]3[CH:25]=[C:24]([O:26][CH3:27])[C:23]([Cl:28])=[CH:22][C:21]=3[Cl:29])=[C:12]([C:17]#[N:18])[CH:13]=[N:14]2)=[CH:9][C:8]=1[O:30][CH3:31])([C:42]([CH3:43])([CH3:44])[CH3:45])([CH3:40])[CH3:41].